This data is from Reaction yield outcomes from USPTO patents with 853,638 reactions. The task is: Predict the reaction yield, written as a fraction of the theoretical maximum amount of product (1.0 means a 100% yield; for example, 0.34 means a 34% yield). (1) The reactants are [NH2:1][C@H:2]([CH2:10][OH:11])[CH2:3][C:4]1[CH:9]=[CH:8][CH:7]=[CH:6][CH:5]=1.C(O)(=O)C.[CH:16](=O)[C:17]1[CH:22]=[CH:21][CH:20]=[CH:19][CH:18]=1.C([BH3-])#N.[Na+]. The catalyst is CO. The product is [CH2:16]([NH:1][C@H:2]([CH2:10][OH:11])[CH2:3][C:4]1[CH:5]=[CH:6][CH:7]=[CH:8][CH:9]=1)[C:17]1[CH:22]=[CH:21][CH:20]=[CH:19][CH:18]=1. The yield is 0.810. (2) The catalyst is CN(C=O)C. The product is [C:38]([O:42][C:43]([N:45]1[CH2:50][CH2:49][CH:48]([NH:51][C:31]([NH:6][CH2:7][C:8]2[CH:9]=[C:10]3[C:14](=[CH:15][CH:16]=2)[C:13](=[O:17])[N:12]([CH:18]2[CH2:23][CH2:22][C:21](=[O:24])[NH:20][C:19]2=[O:25])[CH2:11]3)=[O:32])[CH2:47][CH2:46]1)=[O:44])([CH3:41])([CH3:39])[CH3:40]. The reactants are CS(O)(=O)=O.[NH2:6][CH2:7][C:8]1[CH:9]=[C:10]2[C:14](=[CH:15][CH:16]=1)[C:13](=[O:17])[N:12]([CH:18]1[CH2:23][CH2:22][C:21](=[O:24])[NH:20][C:19]1=[O:25])[CH2:11]2.C1N=CN([C:31](N2C=NC=C2)=[O:32])C=1.[C:38]([O:42][C:43]([N:45]1[CH2:50][CH2:49][CH:48]([NH2:51])[CH2:47][CH2:46]1)=[O:44])([CH3:41])([CH3:40])[CH3:39]. The yield is 0.270. (3) The reactants are [CH3:1][O:2][C:3]1[CH:8]=[C:7]([S:9]([CH3:12])(=[O:11])=[O:10])[CH:6]=[CH:5][C:4]=1B1OC(C)(C)C(C)(C)O1.[Br:22][C:23]1[CH:24]=[CH:25][C:26]([F:30])=[C:27](I)[CH:28]=1.C([O-])([O-])=O.[Na+].[Na+]. The catalyst is O1CCOCC1.O.C1C=CC([P]([Pd]([P](C2C=CC=CC=2)(C2C=CC=CC=2)C2C=CC=CC=2)([P](C2C=CC=CC=2)(C2C=CC=CC=2)C2C=CC=CC=2)[P](C2C=CC=CC=2)(C2C=CC=CC=2)C2C=CC=CC=2)(C2C=CC=CC=2)C2C=CC=CC=2)=CC=1. The product is [Br:22][C:23]1[CH:28]=[CH:27][C:26]([F:30])=[C:25]([C:4]2[CH:5]=[CH:6][C:7]([S:9]([CH3:12])(=[O:10])=[O:11])=[CH:8][C:3]=2[O:2][CH3:1])[CH:24]=1. The yield is 0.710.